Dataset: Full USPTO retrosynthesis dataset with 1.9M reactions from patents (1976-2016). Task: Predict the reactants needed to synthesize the given product. (1) Given the product [NH3:6].[Cl:1][C:2]1[CH:24]=[C:23]([Cl:25])[C:22]([C:26]2[CH:31]=[CH:30][C:29]([F:32])=[CH:28][N:27]=2)=[CH:21][C:3]=1[C:4]([NH:6][C:7]1[N:11]([C:12]2[CH:17]=[CH:16][CH:15]=[CH:14][CH:13]=2)[N:10]=[C:9]([C:18]([NH:36][CH2:35][CH2:33][OH:34])=[O:20])[CH:8]=1)=[O:5], predict the reactants needed to synthesize it. The reactants are: [Cl:1][C:2]1[CH:24]=[C:23]([Cl:25])[C:22]([C:26]2[CH:31]=[CH:30][C:29]([F:32])=[CH:28][N:27]=2)=[CH:21][C:3]=1[C:4]([NH:6][C:7]1[N:11]([C:12]2[CH:17]=[CH:16][CH:15]=[CH:14][CH:13]=2)[N:10]=[C:9]([C:18]([OH:20])=O)[CH:8]=1)=[O:5].[CH2:33]([CH2:35][NH2:36])[OH:34].CN(C(ON1N=NC2C=CC=NC1=2)=[N+](C)C)C.F[P-](F)(F)(F)(F)F.C(N(CC)CC)C. (2) Given the product [OH:1][C@H:2]([C:30]1[CH:31]=[CH:32][C:33]([O:36][CH3:37])=[CH:34][CH:35]=1)[C@H:3]([NH:14][C:15](=[O:29])[C@@H:16]([NH:19][C:20](=[O:28])[CH2:21][N:22]1[CH2:27][CH2:26][O:25][CH2:24][CH2:23]1)[CH2:17][OH:18])[C:4]([OH:6])=[O:5], predict the reactants needed to synthesize it. The reactants are: [OH:1][C@H:2]([C:30]1[CH:35]=[CH:34][C:33]([O:36][CH3:37])=[CH:32][CH:31]=1)[C@H:3]([NH:14][C:15](=[O:29])[C@@H:16]([NH:19][C:20](=[O:28])[CH2:21][N:22]1[CH2:27][CH2:26][O:25][CH2:24][CH2:23]1)[CH2:17][OH:18])[C:4]([O:6]CC1C=CC=CC=1)=[O:5]. (3) Given the product [C:1]([C:5]1[N:10]=[C:9]([NH:50][CH2:49][CH2:48][CH2:47][S:46][CH3:45])[C:8]([C:12]([N:14]([CH2:32][CH:33]([CH3:34])[CH3:35])[C@@H:15]2[CH2:20][NH:19][CH2:18][C@H:17]([C:28]([O:30][CH3:31])=[O:29])[CH2:16]2)=[O:13])=[CH:7][N:6]=1)([CH3:2])([CH3:3])[CH3:4], predict the reactants needed to synthesize it. The reactants are: [C:1]([C:5]1[N:10]=[C:9](Cl)[C:8]([C:12]([N:14]([CH2:32][CH:33]([CH3:35])[CH3:34])[C@@H:15]2[CH2:20][N:19](C(OC(C)(C)C)=O)[CH2:18][C@H:17]([C:28]([O:30][CH3:31])=[O:29])[CH2:16]2)=[O:13])=[CH:7][N:6]=1)([CH3:4])([CH3:3])[CH3:2].C(N(C(C)C)CC)(C)C.[CH3:45][S:46][CH2:47][CH2:48][CH2:49][NH2:50].C(=O)([O-])O.[Na+].